Task: Predict the reactants needed to synthesize the given product.. Dataset: Full USPTO retrosynthesis dataset with 1.9M reactions from patents (1976-2016) (1) Given the product [CH3:18][O:17][C:14]1[CH:13]=[CH:12][C:11]([NH:10][C:3]2[C:2]([F:20])=[C:26]([C:25]3[CH:28]=[CH:29][C:22]([Cl:21])=[CH:23][CH:24]=3)[N:27]=[C:5]([C:6]([O:8][CH3:9])=[O:7])[CH:4]=2)=[CH:16][CH:15]=1, predict the reactants needed to synthesize it. The reactants are: F[C:2]([F:20])(F)[C:3](=[N:10][C:11]1[CH:16]=[CH:15][C:14]([O:17][CH3:18])=[CH:13][CH:12]=1)[C:4]#[C:5][C:6]([O:8][CH3:9])=[O:7].[Cl:21][C:22]1[CH:29]=[CH:28][C:25]([CH2:26][NH2:27])=[CH:24][CH:23]=1.C(=O)([O-])[O-].[Cs+].[Cs+].O. (2) Given the product [Cl:26][C:20]1[CH:21]=[CH:22][CH:23]=[C:24]([Cl:25])[C:19]=1[C:18]1[N:14]2[CH:15]=[C:10]([F:9])[CH:11]=[CH:12][C:13]2=[N:16][N:17]=1, predict the reactants needed to synthesize it. The reactants are: ClC(Cl)(Cl)C(Cl)(Cl)Cl.[F:9][C:10]1[CH:11]=[CH:12][C:13]([NH:16][NH:17][C:18](=O)[C:19]2[C:24]([Cl:25])=[CH:23][CH:22]=[CH:21][C:20]=2[Cl:26])=[N:14][CH:15]=1.C1(P(C2C=CC=CC=2)C2C=CC=CC=2)C=CC=CC=1.C(N(CC)CC)C. (3) Given the product [CH2:36]([O:38][C:39](=[O:44])[CH2:40][C:41]([C@H:8]1[CH2:9][CH2:10][N:5]([C:3]([O:2][CH3:1])=[O:4])[C@@H:6]([C:14]2[CH:15]=[CH:16][C:17]([S:20]([CH3:23])(=[O:22])=[O:21])=[CH:18][CH:19]=2)[CH2:7]1)=[O:42])[CH3:37].[CH2:36]([O:38][C:39](=[O:44])[CH2:40][C:41]([C@@H:8]1[CH2:9][CH2:10][N:5]([C:3]([O:2][CH3:1])=[O:4])[C@@H:6]([C:14]2[CH:15]=[CH:16][C:17]([S:20]([CH3:23])(=[O:21])=[O:22])=[CH:18][CH:19]=2)[CH2:7]1)=[O:43])[CH3:37], predict the reactants needed to synthesize it. The reactants are: [CH3:1][O:2][C:3]([N:5]1[CH2:10][CH2:9][CH:8](C(O)=O)[CH2:7][CH:6]1[C:14]1[CH:19]=[CH:18][C:17]([S:20]([CH3:23])(=[O:22])=[O:21])=[CH:16][CH:15]=1)=[O:4].N1(C(N2C=CN=C2)=O)C=CN=C1.[CH2:36]([O:38][C:39](=[O:44])[CH2:40][C:41]([O-:43])=[O:42])[CH3:37].[K+].[Cl-].[Mg+2].[Cl-].Cl. (4) Given the product [CH3:1][O:2][C:3]1[CH:4]=[C:5]([CH2:11][CH2:12][CH2:13][N:14]2[C:23]3[C:18](=[CH:19][C:20]([O:24][CH2:25][C:26]#[CH:27])=[CH:21][CH:22]=3)[C:17]([C:28]3[CH:33]=[CH:32][C:31]([CH:34]([CH3:36])[CH3:35])=[CH:30][CH:29]=3)=[N:16][C:15]2=[S:47])[CH:6]=[CH:7][C:8]=1[O:9][CH3:10], predict the reactants needed to synthesize it. The reactants are: [CH3:1][O:2][C:3]1[CH:4]=[C:5]([CH2:11][CH2:12][CH2:13][N:14]2[C:23]3[C:18](=[CH:19][C:20]([O:24][CH2:25][C:26]#[CH:27])=[CH:21][CH:22]=3)[C:17]([C:28]3[CH:33]=[CH:32][C:31]([CH:34]([CH3:36])[CH3:35])=[CH:30][CH:29]=3)=[N:16][C:15]2=O)[CH:6]=[CH:7][C:8]=1[O:9][CH3:10].COC1C=CC(P2(SP(C3C=CC(OC)=CC=3)(=S)S2)=[S:47])=CC=1.C(OCC)(=O)C.O. (5) Given the product [C:36]([OH:45])(=[O:35])[CH3:38].[C:1]([NH:5][S:6]([C:9]1[CH:14]=[CH:13][CH:12]=[CH:11][C:10]=1[C:15]1[CH:20]=[CH:19][C:18]([NH:21][C:22](=[O:43])[C:23]([N:25]([CH2:26][C:27]2[CH:32]=[CH:31][CH:30]=[C:29]([C:33](=[NH:34])[NH2:37])[CH:28]=2)[CH2:39][CH:40]([CH3:42])[CH3:41])=[O:24])=[CH:17][CH:16]=1)(=[O:7])=[O:8])([CH3:3])([CH3:4])[CH3:2], predict the reactants needed to synthesize it. The reactants are: [C:1]([NH:5][S:6]([C:9]1[CH:14]=[CH:13][CH:12]=[CH:11][C:10]=1[C:15]1[CH:20]=[CH:19][C:18]([NH:21][C:22](=[O:43])[C:23]([N:25]([CH2:39][CH:40]([CH3:42])[CH3:41])[CH2:26][C:27]2[CH:32]=[CH:31][CH:30]=[C:29]([C:33]3[N:37]=[C:36]([CH3:38])[O:35][N:34]=3)[CH:28]=2)=[O:24])=[CH:17][CH:16]=1)(=[O:8])=[O:7])([CH3:4])([CH3:3])[CH3:2].C[OH:45]. (6) Given the product [CH3:23][O:22][C:15]1[CH:16]=[C:17]([O:20][CH3:21])[CH:18]=[CH:19][C:14]=1[CH2:13][NH:12][S:9]([CH2:8][C:5]1[CH:6]=[CH:7][C:2]([N:24]2[CH2:29][CH2:28][O:27][CH2:26][CH2:25]2)=[CH:3][CH:4]=1)(=[O:11])=[O:10], predict the reactants needed to synthesize it. The reactants are: Br[C:2]1[CH:7]=[CH:6][C:5]([CH2:8][S:9]([NH:12][CH2:13][C:14]2[CH:19]=[CH:18][C:17]([O:20][CH3:21])=[CH:16][C:15]=2[O:22][CH3:23])(=[O:11])=[O:10])=[CH:4][CH:3]=1.[NH:24]1[CH2:29][CH2:28][O:27][CH2:26][CH2:25]1.C(=O)([O-])[O-].[Cs+].[Cs+]. (7) Given the product [Cl:1][C:2]1[S:6][C:5]([C:7]([NH:10][CH2:11][C:12]2[N:13]=[CH:14][N:15]([C:17]3[CH:22]=[CH:21][C:20]([I:23])=[CH:19][CH:18]=3)[CH:16]=2)=[O:9])=[CH:4][CH:3]=1, predict the reactants needed to synthesize it. The reactants are: [Cl:1][C:2]1[S:6][C:5]([C:7]([OH:9])=O)=[CH:4][CH:3]=1.[NH2:10][CH2:11][C:12]1[N:13]=[CH:14][N:15]([C:17]2[CH:22]=[CH:21][C:20]([I:23])=[CH:19][CH:18]=2)[CH:16]=1.F[P-](F)(F)(F)(F)F.N1(O[P+](N(C)C)(N(C)C)N(C)C)C2C=CC=CC=2N=N1.O. (8) The reactants are: Cl.[NH2:2][CH2:3][C:4]1[CH:19]=[CH:18][C:7]([C:8]([NH:10][CH2:11][CH2:12][C:13]([O:15][CH2:16][CH3:17])=[O:14])=[O:9])=[CH:6][CH:5]=1.C([O-])([O-])=O.[K+].[K+].[O:26]1[C:30]2([CH2:35][CH2:34][C:33](=O)[CH2:32][CH2:31]2)[O:29][CH2:28][CH2:27]1.[BH-](OC(C)=O)(OC(C)=O)OC(C)=O.[Na+]. Given the product [CH2:16]([O:15][C:13](=[O:14])[CH2:12][CH2:11][NH:10][C:8](=[O:9])[C:7]1[CH:6]=[CH:5][C:4]([CH2:3][NH:2][CH:33]2[CH2:34][CH2:35][C:30]3([O:29][CH2:28][CH2:27][O:26]3)[CH2:31][CH2:32]2)=[CH:19][CH:18]=1)[CH3:17], predict the reactants needed to synthesize it. (9) Given the product [Cl:1][C:2]1[CH:3]=[CH:4][C:5]([NH:8][C:9]([C:11]2[O:19][C:18]3[C:13](=[N:14][CH:15]=[CH:16][CH:17]=3)[C:12]=2[NH:20][C:21]([C@H:23]2[CH2:28][CH2:27][C@H:26]([N:29]3[CH2:34][CH2:33][N:32]([CH3:36])[CH2:31][C:30]3=[O:35])[CH2:25][CH2:24]2)=[O:22])=[O:10])=[N:6][CH:7]=1, predict the reactants needed to synthesize it. The reactants are: [Cl:1][C:2]1[CH:3]=[CH:4][C:5]([NH:8][C:9]([C:11]2[O:19][C:18]3[C:13](=[N:14][CH:15]=[CH:16][CH:17]=3)[C:12]=2[NH:20][C:21]([C@H:23]2[CH2:28][CH2:27][C@H:26]([N:29]3[CH2:34][CH2:33][NH:32][CH2:31][C:30]3=[O:35])[CH2:25][CH2:24]2)=[O:22])=[O:10])=[N:6][CH:7]=1.[CH2:36]=O. (10) Given the product [CH2:34]([NH:41][C:16]([C@@H:9]1[CH2:10][C:11](=[N:13][O:14][CH3:15])[CH2:12][N:8]1[C:6]([C:31]1[CH:30]=[CH:29][C:28]([C:19]2[CH:20]=[CH:21][CH:22]=[CH:23][CH:24]=2)=[CH:33][CH:32]=1)=[O:7])=[O:18])[C:35]1[CH:40]=[CH:39][CH:38]=[CH:37][CH:36]=1, predict the reactants needed to synthesize it. The reactants are: C(O[C:6]([N:8]1[CH2:12][C:11](=[N:13][O:14][CH3:15])[CH2:10][C@H:9]1[C:16]([OH:18])=O)=[O:7])(C)(C)C.[C:19]1([C:28]2[CH:33]=[CH:32][CH:31]=[CH:30][CH:29]=2)[CH:24]=[CH:23][C:22](C(Cl)=O)=[CH:21][CH:20]=1.[CH2:34]([NH2:41])[C:35]1[CH:40]=[CH:39][CH:38]=[CH:37][CH:36]=1.